From a dataset of NCI-60 drug combinations with 297,098 pairs across 59 cell lines. Regression. Given two drug SMILES strings and cell line genomic features, predict the synergy score measuring deviation from expected non-interaction effect. (1) Drug 1: CNC(=O)C1=CC=CC=C1SC2=CC3=C(C=C2)C(=NN3)C=CC4=CC=CC=N4. Drug 2: CN1CCC(CC1)COC2=C(C=C3C(=C2)N=CN=C3NC4=C(C=C(C=C4)Br)F)OC. Cell line: OVCAR3. Synergy scores: CSS=14.4, Synergy_ZIP=3.03, Synergy_Bliss=3.48, Synergy_Loewe=-6.09, Synergy_HSA=0.674. (2) Drug 1: C1=CN(C(=O)N=C1N)C2C(C(C(O2)CO)O)O.Cl. Drug 2: CC1C(C(CC(O1)OC2CC(CC3=C2C(=C4C(=C3O)C(=O)C5=CC=CC=C5C4=O)O)(C(=O)C)O)N)O. Cell line: OVCAR-8. Synergy scores: CSS=45.2, Synergy_ZIP=-9.68, Synergy_Bliss=-13.5, Synergy_Loewe=-20.9, Synergy_HSA=-4.98. (3) Drug 1: C1CCC(C(C1)N)N.C(=O)(C(=O)[O-])[O-].[Pt+4]. Drug 2: CC(C)CN1C=NC2=C1C3=CC=CC=C3N=C2N. Cell line: OVCAR-5. Synergy scores: CSS=24.6, Synergy_ZIP=-7.86, Synergy_Bliss=0.132, Synergy_Loewe=-1.08, Synergy_HSA=-1.13. (4) Drug 1: C1=NC2=C(N1)C(=S)N=CN2. Drug 2: C1CNP(=O)(OC1)N(CCCl)CCCl. Cell line: OVCAR-5. Synergy scores: CSS=35.8, Synergy_ZIP=-8.49, Synergy_Bliss=2.35, Synergy_Loewe=3.33, Synergy_HSA=3.34.